Dataset: Forward reaction prediction with 1.9M reactions from USPTO patents (1976-2016). Task: Predict the product of the given reaction. Given the reactants [Cl:1][C:2]1[C:3]([CH3:18])=[C:4]([NH:10][C@H:11]([C@@H:15]([OH:17])[CH3:16])[C:12](O)=[O:13])[CH:5]=[CH:6][C:7]=1[C:8]#[N:9].[Si:19]([O:26][CH2:27][C:28]1[CH:37]=[CH:36][C:31]([C:32]([NH:34][NH2:35])=[O:33])=[CH:30][CH:29]=1)([C:22]([CH3:25])([CH3:24])[CH3:23])([CH3:21])[CH3:20].O.ON1C2C=CC=CC=2N=N1.Cl.CN(C)CCCN=C=NCC.C(N(CC)CC)C, predict the reaction product. The product is: [Si:19]([O:26][CH2:27][C:28]1[CH:29]=[CH:30][C:31]([C:12](=[O:13])[C@H:11]([NH:10][C:4]2[CH:5]=[CH:6][C:7]([C:8]#[N:9])=[C:2]([Cl:1])[C:3]=2[CH3:18])[C@@H:15]([OH:17])[CH3:16])([C:32]([NH:34][NH2:35])=[O:33])[CH2:36][CH:37]=1)([C:22]([CH3:25])([CH3:24])[CH3:23])([CH3:21])[CH3:20].